This data is from Full USPTO retrosynthesis dataset with 1.9M reactions from patents (1976-2016). The task is: Predict the reactants needed to synthesize the given product. (1) Given the product [Si:10]([O:9][CH2:8][C:5]1[CH:6]=[CH:7][C:2]([CH2:34][CH:28]2[CH2:33][CH2:32][CH2:31][CH2:30][CH2:29]2)=[CH:3][C:4]=1[Cl:27])([C:23]([CH3:26])([CH3:25])[CH3:24])([C:17]1[CH:22]=[CH:21][CH:20]=[CH:19][CH:18]=1)[C:11]1[CH:16]=[CH:15][CH:14]=[CH:13][CH:12]=1, predict the reactants needed to synthesize it. The reactants are: Br[C:2]1[CH:7]=[CH:6][C:5]([CH2:8][O:9][Si:10]([C:23]([CH3:26])([CH3:25])[CH3:24])([C:17]2[CH:22]=[CH:21][CH:20]=[CH:19][CH:18]=2)[C:11]2[CH:16]=[CH:15][CH:14]=[CH:13][CH:12]=2)=[C:4]([Cl:27])[CH:3]=1.[CH:28]1([CH2:34]I)[CH2:33][CH2:32][CH2:31][CH2:30][CH2:29]1. (2) Given the product [Cl:2][C:3]1[C:4]([I:19])=[C:5]2[C:9](=[CH:10][CH:11]=1)[C:8]([OH:14])([C:12](=[NH:13])[O:22][CH2:20][CH3:21])[CH2:7][CH2:6]2, predict the reactants needed to synthesize it. The reactants are: Cl.[Cl:2][C:3]1[C:4]([I:19])=[C:5]2[C:9](=[CH:10][CH:11]=1)[C:8]([O:14][Si](C)(C)C)([C:12]#[N:13])[CH2:7][CH2:6]2.[CH2:20]([OH:22])[CH3:21]. (3) Given the product [CH3:1][C@H:2]1[CH2:3][CH2:4][C@H:5]([NH:8][C:9]([C@@H:11]2[CH2:13][C@H:12]2[CH2:14][O:15][S:24]([CH3:23])(=[O:26])=[O:25])=[O:10])[CH2:6][CH2:7]1, predict the reactants needed to synthesize it. The reactants are: [CH3:1][C@H:2]1[CH2:7][CH2:6][C@H:5]([NH:8][C:9]([C@@H:11]2[CH2:13][C@H:12]2[CH2:14][OH:15])=[O:10])[CH2:4][CH2:3]1.C(N(CC)CC)C.[CH3:23][S:24](O)(=[O:26])=[O:25]. (4) Given the product [CH3:1][C:2]1[C:3]([N:9]2[CH2:16][CH:15]3[CH2:14][N:13]([C:23]([C:22]4[CH:26]=[C:18]([F:17])[CH:19]=[CH:20][C:21]=4[C:27]4[N:28]=[CH:29][CH:30]=[CH:31][N:32]=4)=[O:24])[CH2:12][CH:11]3[CH2:10]2)=[N:4][C:5]([CH3:8])=[CH:6][N:7]=1, predict the reactants needed to synthesize it. The reactants are: [CH3:1][C:2]1[C:3]([N:9]2[CH2:16][CH:15]3[CH:11]([CH2:12][NH:13][CH2:14]3)[CH2:10]2)=[N:4][C:5]([CH3:8])=[CH:6][N:7]=1.[F:17][C:18]1[CH:19]=[CH:20][C:21]([C:27]2[N:32]=[CH:31][CH:30]=[CH:29][N:28]=2)=[C:22]([CH:26]=1)[C:23](O)=[O:24]. (5) The reactants are: [Cl:1][C:2]1[CH:7]=[CH:6][C:5]([C:8]2[O:9][C:10]3[C:15]([C:16](=[O:20])[C:17]=2[O:18][CH3:19])=[C:14]([OH:21])[CH:13]=[C:12]([O:22]COC)[C:11]=3[CH2:26][CH:27]=[C:28]([CH3:30])[CH3:29])=[CH:4][CH:3]=1.Cl. Given the product [Cl:1][C:2]1[CH:3]=[CH:4][C:5]([C:8]2[O:9][C:10]3[C:15]([C:16](=[O:20])[C:17]=2[O:18][CH3:19])=[C:14]([OH:21])[CH:13]=[C:12]([OH:22])[C:11]=3[CH2:26][CH:27]=[C:28]([CH3:30])[CH3:29])=[CH:6][CH:7]=1, predict the reactants needed to synthesize it. (6) Given the product [CH3:18][C:10]1[O:11][C:12]2[CH:17]=[CH:16][CH:15]=[CH:14][C:13]=2[C:9]=1[C:21]1[N:22]=[C:23]([N:42]2[CH2:47][CH2:46][O:45][CH2:44][CH2:43]2)[C:24]2[N:30]=[C:29]([CH2:31][N:32]3[CH2:37][CH2:36][CH:35]([C:38]([OH:41])([CH3:40])[CH3:39])[CH2:34][CH2:33]3)[CH:28]=[CH:27][C:25]=2[N:26]=1, predict the reactants needed to synthesize it. The reactants are: CC1(C)C(C)(C)OB([C:9]2[C:13]3[CH:14]=[CH:15][CH:16]=[CH:17][C:12]=3[O:11][C:10]=2[CH3:18])O1.Cl[C:21]1[N:22]=[C:23]([N:42]2[CH2:47][CH2:46][O:45][CH2:44][CH2:43]2)[C:24]2[N:30]=[C:29]([CH2:31][N:32]3[CH2:37][CH2:36][CH:35]([C:38]([OH:41])([CH3:40])[CH3:39])[CH2:34][CH2:33]3)[CH:28]=[CH:27][C:25]=2[N:26]=1.